This data is from Reaction yield outcomes from USPTO patents with 853,638 reactions. The task is: Predict the reaction yield, written as a fraction of the theoretical maximum amount of product (1.0 means a 100% yield; for example, 0.34 means a 34% yield). (1) The reactants are C[O:2][C:3]([C:5]1[CH:6]=[CH:7][CH:8]=[C:9]2[C:14]=1[NH:13][CH:12]([C:15]1[CH:20]=[CH:19][CH:18]=[C:17](Br)[CH:16]=1)[CH2:11][C:10]2([CH3:23])[CH3:22])=[O:4].[NH2:24][C:25]1([C:28]([OH:30])=[O:29])[CH2:27][CH2:26]1.C(=O)([O-])[O-].[K+].[K+]. The catalyst is CS(C)=O.[Cu]I. The product is [C:28]([C:25]1([NH:24][C:17]2[CH:16]=[C:15]([CH:12]3[CH2:11][C:10]([CH3:23])([CH3:22])[C:9]4[C:14](=[C:5]([C:3]([OH:2])=[O:4])[CH:6]=[CH:7][CH:8]=4)[NH:13]3)[CH:20]=[CH:19][CH:18]=2)[CH2:27][CH2:26]1)([OH:30])=[O:29]. The yield is 0.600. (2) The reactants are I[CH2:2][C@@H:3]([CH3:16])[CH2:4][N:5]1[C:10]2[CH:11]=[CH:12][CH:13]=[CH:14][C:9]=2[S:8][CH2:7][C:6]1=[O:15].[CH2:17]([CH:22]1[CH2:28][CH:27]2[NH:29][CH:24]([CH2:25][CH2:26]2)[CH2:23]1)[CH2:18][CH2:19][CH2:20][CH3:21]. The catalyst is CC#N. The product is [CH3:16][C@H:3]([CH2:2][N:29]1[CH:24]2[CH2:25][CH2:26][CH:27]1[CH2:28][CH:22]([CH2:17][CH2:18][CH2:19][CH2:20][CH3:21])[CH2:23]2)[CH2:4][N:5]1[C:10]2[CH:11]=[CH:12][CH:13]=[CH:14][C:9]=2[S:8][CH2:7][C:6]1=[O:15]. The yield is 0.490. (3) The catalyst is CN(C1C=CN=CC=1)C.ClCCl. The yield is 0.215. The product is [CH3:1][NH:2][C:3]1[N:8]=[C:7]([N:9]2[CH2:14][CH2:13][N:12]([CH3:15])[CH2:11][CH2:10]2)[N:6]=[C:5]([NH:16][C@H:17]2[CH2:22][CH2:21][C@H:20]([C:23]([NH:38][CH2:37][C:36]3[CH:39]=[CH:40][CH:41]=[CH:42][C:35]=3[C:34]([F:33])([F:43])[F:44])=[O:24])[CH2:19][CH2:18]2)[N:4]=1. The reactants are [CH3:1][NH:2][C:3]1[N:8]=[C:7]([N:9]2[CH2:14][CH2:13][N:12]([CH3:15])[CH2:11][CH2:10]2)[N:6]=[C:5]([NH:16][C@H:17]2[CH2:22][CH2:21][C@H:20]([C:23](O)=[O:24])[CH2:19][CH2:18]2)[N:4]=1.C(O)(C(F)(F)F)=O.[F:33][C:34]([F:44])([F:43])[C:35]1[CH:42]=[CH:41][CH:40]=[CH:39][C:36]=1[CH2:37][NH2:38].CCN=C=NCCCN(C)C.Cl. (4) The reactants are [S:1]1[CH2:7][C:5](=[O:6])[NH:4][C:2]1=S.Cl.[F:9][C:10]1[CH:15]=[CH:14][C:13]([CH:16]2[CH2:18][CH:17]2[NH2:19])=[CH:12][CH:11]=1.C(N(C(C)C)CC)(C)C. The catalyst is [Hg](Cl)Cl.C(#N)C. The product is [F:9][C:10]1[CH:11]=[CH:12][C:13]([CH:16]2[CH2:18][CH:17]2[NH:19][C:2]2[S:1][CH2:7][C:5](=[O:6])[N:4]=2)=[CH:14][CH:15]=1. The yield is 0.510. (5) The reactants are [CH3:1][C:2]([C:4]1[CH:9]=[CH:8][C:7]([N+:10]([O-:12])=O)=[CH:6][CH:5]=1)=O.S([CH2:23][N+:24]#[C-])(C1C=CC(C)=CC=1)(=O)=O.CC(C)([O-])C.[K+].[OH2:32]. The catalyst is COCCOCCOC.C(O)(C)(C)C. The product is [N+:10]([C:7]1[CH:6]=[CH:5][C:4]([CH:2]([CH3:1])[C:23]#[N:24])=[CH:9][CH:8]=1)([O-:12])=[O:32]. The yield is 0.770.